From a dataset of Catalyst prediction with 721,799 reactions and 888 catalyst types from USPTO. Predict which catalyst facilitates the given reaction. (1) Reactant: [Cl:1][C:2]1[CH:3]=[C:4]([C@H:9]2[CH2:13][CH2:12][N:11]([C@H:14]3[CH2:18][CH2:17][N:16]([C:19]4[CH:24]=[CH:23][CH:22]=[CH:21][CH:20]=4)[C:15]3=[O:25])[CH2:10]2)[CH:5]=[C:6]([Cl:8])[CH:7]=1.[Cl:26][S:27](O)(=[O:29])=[O:28].C([O-])(O)=O.[Na+]. Product: [Cl:1][C:2]1[CH:3]=[C:4]([C@H:9]2[CH2:13][CH2:12][N:11]([C@H:14]3[CH2:18][CH2:17][N:16]([C:19]4[CH:20]=[CH:21][C:22]([S:27]([Cl:26])(=[O:29])=[O:28])=[CH:23][CH:24]=4)[C:15]3=[O:25])[CH2:10]2)[CH:5]=[C:6]([Cl:8])[CH:7]=1. The catalyst class is: 26. (2) Reactant: Cl.[F:2][C:3]([F:30])([F:29])[C:4]1[CH:5]=[C:6]([CH:26]=[CH:27][CH:28]=1)[CH2:7][O:8][N:9]=[C:10]1[CH2:15][CH2:14][N:13]([S:16]([C:19]2[CH:24]=[CH:23][C:22]([NH2:25])=[CH:21][CH:20]=2)(=[O:18])=[O:17])[CH2:12][CH2:11]1.[C:31]([NH:38][CH2:39][C:40](O)=[O:41])([O:33][C:34]([CH3:37])([CH3:36])[CH3:35])=[O:32].ON1C2C=CC=CC=2N=N1.Cl.C(N=C=NCCCN(C)C)C.C([O-])(O)=O.[Na+]. Product: [C:34]([O:33][C:31](=[O:32])[NH:38][CH2:39][C:40](=[O:41])[NH:25][C:22]1[CH:23]=[CH:24][C:19]([S:16]([N:13]2[CH2:12][CH2:11][C:10](=[N:9][O:8][CH2:7][C:6]3[CH:26]=[CH:27][CH:28]=[C:4]([C:3]([F:2])([F:29])[F:30])[CH:5]=3)[CH2:15][CH2:14]2)(=[O:17])=[O:18])=[CH:20][CH:21]=1)([CH3:37])([CH3:35])[CH3:36]. The catalyst class is: 4. (3) Reactant: [O:1]=[C:2]1[CH2:5][CH:4]([NH:6][C:7](=[O:13])[O:8][C:9]([CH3:12])([CH3:11])[CH3:10])[CH2:3]1.[Li].CCOC(C)=O. Product: [OH:1][C@@H:2]1[CH2:3][C@H:4]([NH:6][C:7](=[O:13])[O:8][C:9]([CH3:11])([CH3:10])[CH3:12])[CH2:5]1. The catalyst class is: 1. (4) Reactant: C(OC(=O)[NH:7][C@H:8]1[CH2:13][CH2:12][CH2:11][C@@H:10]([C:14]([N:16]2[CH2:21][CH2:20][CH:19]([OH:22])[CH2:18][CH2:17]2)=[O:15])[CH2:9]1)(C)(C)C.[ClH:24]. Product: [ClH:24].[NH2:7][C@H:8]1[CH2:13][CH2:12][CH2:11][C@@H:10]([C:14]([N:16]2[CH2:21][CH2:20][CH:19]([OH:22])[CH2:18][CH2:17]2)=[O:15])[CH2:9]1. The catalyst class is: 269. (5) Reactant: [CH2:1]([N:8]1[CH2:12][CH2:11][C@@H:10]([NH:13][C:14]2[N:19]=[CH:18][C:17](/[CH:20]=[CH:21]/[C:22]([OH:24])=O)=[CH:16][C:15]=2[CH3:25])[CH2:9]1)[C:2]1[CH:7]=[CH:6][CH:5]=[CH:4][CH:3]=1.[O:26]1[CH2:31][CH2:30][CH2:29][CH2:28][CH:27]1[O:32][NH2:33].C1C=CC2N(O)N=NC=2C=1.CCN=C=NCCCN(C)C. Product: [CH2:1]([N:8]1[CH2:12][CH2:11][C@@H:10]([NH:13][C:14]2[N:19]=[CH:18][C:17](/[CH:20]=[CH:21]/[C:22]([NH:33][O:32][CH:27]3[CH2:28][CH2:29][CH2:30][CH2:31][O:26]3)=[O:24])=[CH:16][C:15]=2[CH3:25])[CH2:9]1)[C:2]1[CH:3]=[CH:4][CH:5]=[CH:6][CH:7]=1. The catalyst class is: 18. (6) Reactant: [Li+].[C:2]([C:6]1[CH:11]=[CH:10][C:9]([N:12]2[CH2:17][CH2:16][CH:15]([CH2:18][CH2:19][CH2:20][C:21]([O-:23])=O)[CH2:14][CH2:13]2)=[CH:8][CH:7]=1)([CH3:5])([CH3:4])[CH3:3].F[P-](F)(F)(F)(F)F.CN(C)C(ON1C2C=CC=CC=2N=N1)=[N+](C)C.Cl.[N+:49]([C:52]1[CH:57]=[CH:56][C:55]([NH:58][CH:59]2[CH2:64][CH2:63][NH:62][CH2:61][CH2:60]2)=[CH:54][C:53]=1[C:65]([F:68])([F:67])[F:66])([O-:51])=[O:50].C(N(C(C)C)CC)(C)C.[O-2].[Al+3].[O-2].[O-2].[Al+3]. Product: [C:2]([C:6]1[CH:7]=[CH:8][C:9]([N:12]2[CH2:13][CH2:14][CH:15]([CH2:18][CH2:19][CH2:20][C:21]([N:62]3[CH2:63][CH2:64][CH:59]([NH:58][C:55]4[CH:56]=[CH:57][C:52]([N+:49]([O-:51])=[O:50])=[C:53]([C:65]([F:66])([F:67])[F:68])[CH:54]=4)[CH2:60][CH2:61]3)=[O:23])[CH2:16][CH2:17]2)=[CH:10][CH:11]=1)([CH3:3])([CH3:5])[CH3:4]. The catalyst class is: 213. (7) Reactant: [I:1]N1C(=O)CCC1=O.S(=O)(=O)(O)O.[OH:14][C:15]1[CH:22]=[CH:21][C:18]([C:19]#[N:20])=[CH:17][CH:16]=1. Product: [OH:14][C:15]1[CH:22]=[CH:21][C:18]([C:19]#[N:20])=[CH:17][C:16]=1[I:1]. The catalyst class is: 15. (8) Reactant: [C:1]([C:4]1[CH:9]=[CH:8][C:7](B(O)O)=[CH:6][CH:5]=1)(=[O:3])[NH2:2].[F:13][C:14]1[CH:15]=[C:16]([N:31]([C:40]2[CH:45]=[CH:44][C:43]([F:46])=[CH:42][CH:41]=2)[C:32]([C:34]2([C:37]([NH2:39])=[O:38])[CH2:36][CH2:35]2)=[O:33])[CH:17]=[CH:18][C:19]=1[O:20][C:21]1[CH:26]=[CH:25][N:24]=[C:23]2[CH:27]=[C:28](I)[S:29][C:22]=12.C([O-])([O-])=O.[Cs+].[Cs+].C1(C)C=CC=CC=1. Product: [C:1]([C:4]1[CH:9]=[CH:8][C:7]([C:28]2[S:29][C:22]3[C:23](=[N:24][CH:25]=[CH:26][C:21]=3[O:20][C:19]3[CH:18]=[CH:17][C:16]([N:31]([C:40]4[CH:41]=[CH:42][C:43]([F:46])=[CH:44][CH:45]=4)[C:32]([C:34]4([C:37]([NH2:39])=[O:38])[CH2:36][CH2:35]4)=[O:33])=[CH:15][C:14]=3[F:13])[CH:27]=2)=[CH:6][CH:5]=1)(=[O:3])[NH2:2]. The catalyst class is: 315. (9) Product: [CH3:1][O:2][C:3]1[C:4]2[C:8]([CH:9]=[C:10]([C:12]([O:14][CH3:15])=[O:13])[CH:11]=1)=[N:7][N:6]([CH3:21])[CH:5]=2. Reactant: [CH3:1][O:2][C:3]1[CH:11]=[C:10]([C:12]([O:14][CH3:15])=[O:13])[CH:9]=[C:8]2[C:4]=1[CH:5]=[N:6][NH:7]2.F[B-](F)(F)F.[CH3:21][O+](C)C. The catalyst class is: 13.